Dataset: Retrosynthesis with 50K atom-mapped reactions and 10 reaction types from USPTO. Task: Predict the reactants needed to synthesize the given product. (1) The reactants are: COC(=O)N1CC(=O)N2C(CCC2c2ncc(-c3ccc(Br)cc3)[nH]2)C1.COC(=O)NC(C(=O)N1CCCC1c1ncc(-c2ccc(B3OC(C)(C)C(C)(C)O3)cc2)[nH]1)C(C)C. Given the product COC(=O)NC(C(=O)N1CCCC1c1ncc(-c2ccc(-c3ccc(-c4cnc(C5CCC6CN(C(=O)OC)CC(=O)N65)[nH]4)cc3)cc2)[nH]1)C(C)C, predict the reactants needed to synthesize it. (2) Given the product COc1ccc(C(=O)CCl)c(NC(C)=O)c1, predict the reactants needed to synthesize it. The reactants are: CC(=O)O.COc1ccc(C(=O)CCl)c(N)c1. (3) Given the product COc1ccc(NS(=O)(=O)c2cccc(OC(F)F)c2)cc1N1CCN(C(=O)OC(C)(C)C)CC1, predict the reactants needed to synthesize it. The reactants are: COc1ccc(N)cc1N1CCN(C(=O)OC(C)(C)C)CC1.O=S(=O)(Cl)c1cccc(OC(F)F)c1. (4) Given the product Cc1ccc2c(ncn2Cc2ccncc2)c1N, predict the reactants needed to synthesize it. The reactants are: Cc1ccc2c(ncn2Cc2ccncc2)c1[N+](=O)[O-].